Dataset: Catalyst prediction with 721,799 reactions and 888 catalyst types from USPTO. Task: Predict which catalyst facilitates the given reaction. (1) Reactant: [CH3:1][C:2]1([CH3:15])[CH2:6][N:5](CC2C=CC=CC=2)[CH2:4][C@@H:3]1[OH:14].[ClH:16]. Product: [ClH:16].[CH3:1][C:2]1([CH3:15])[CH2:6][NH:5][CH2:4][C@@H:3]1[OH:14]. The catalyst class is: 19. (2) The catalyst class is: 31. Reactant: [C:1]([O:5][C:6]([N:8]1[C:16]2[C:11](=[CH:12][CH:13]=[CH:14][CH:15]=2)[C:10](/[CH:17]=[CH:18]/[C:19]([OH:21])=O)=[CH:9]1)=[O:7])([CH3:4])([CH3:3])[CH3:2].[CH:22]([NH:25][NH:26][C:27](=[O:35])[C:28]1[CH:33]=[CH:32][C:31]([CH3:34])=[CH:30][CH:29]=1)([CH3:24])[CH3:23].CN(C(ON1N=NC2C=CC=NC1=2)=[N+](C)C)C.F[P-](F)(F)(F)(F)F.C(N(CC)C(C)C)(C)C. Product: [CH:22]([N:25]([C:19](=[O:21])/[CH:18]=[CH:17]/[C:10]1[C:11]2[C:16](=[CH:15][CH:14]=[CH:13][CH:12]=2)[N:8]([C:6]([O:5][C:1]([CH3:4])([CH3:3])[CH3:2])=[O:7])[CH:9]=1)[NH:26][C:27](=[O:35])[C:28]1[CH:29]=[CH:30][C:31]([CH3:34])=[CH:32][CH:33]=1)([CH3:24])[CH3:23]. (3) Reactant: [CH3:1][O:2][C:3]1[CH:10]=[C:9]([N+:11]([O-])=O)[CH:8]=[CH:7][C:4]=1[C:5]#[N:6].Cl. Product: [NH2:11][C:9]1[CH:8]=[CH:7][C:4]([C:5]#[N:6])=[C:3]([O:2][CH3:1])[CH:10]=1. The catalyst class is: 186. (4) Reactant: [F:1][C:2]([F:14])([F:13])[C:3]1[N:8]=[CH:7][C:6]([CH:9]([OH:12])[CH2:10][CH3:11])=[CH:5][CH:4]=1. Product: [F:13][C:2]([F:1])([F:14])[C:3]1[N:8]=[CH:7][C:6]([C:9](=[O:12])[CH2:10][CH3:11])=[CH:5][CH:4]=1. The catalyst class is: 2. (5) Reactant: [O:1]1[C:5]2[CH:6]=[CH:7][C:8]([C:10]3[O:11][C:12](SC)=[N:13][N:14]=3)=[CH:9][C:4]=2[CH2:3][CH2:2]1.Cl[C:18]1C=CC=C(C(OO)=O)C=1.[S:28]([O-:32])([O-])(=[O:30])=S.[Na+].[Na+]. Product: [O:1]1[C:5]2[CH:6]=[CH:7][C:8]([C:10]3[O:11][C:12]([S:28]([CH3:18])(=[O:32])=[O:30])=[N:13][N:14]=3)=[CH:9][C:4]=2[CH2:3][CH2:2]1. The catalyst class is: 10.